Task: Regression. Given two drug SMILES strings and cell line genomic features, predict the synergy score measuring deviation from expected non-interaction effect.. Dataset: NCI-60 drug combinations with 297,098 pairs across 59 cell lines (1) Drug 1: CC12CCC3C(C1CCC2=O)CC(=C)C4=CC(=O)C=CC34C. Drug 2: C1=CC(=C2C(=C1NCCNCCO)C(=O)C3=C(C=CC(=C3C2=O)O)O)NCCNCCO. Cell line: LOX IMVI. Synergy scores: CSS=67.9, Synergy_ZIP=9.68, Synergy_Bliss=11.1, Synergy_Loewe=13.4, Synergy_HSA=14.2. (2) Drug 1: CN(CC1=CN=C2C(=N1)C(=NC(=N2)N)N)C3=CC=C(C=C3)C(=O)NC(CCC(=O)O)C(=O)O. Drug 2: C1C(C(OC1N2C=NC3=C(N=C(N=C32)Cl)N)CO)O. Cell line: SF-539. Synergy scores: CSS=22.9, Synergy_ZIP=-8.10, Synergy_Bliss=-9.13, Synergy_Loewe=-6.01, Synergy_HSA=-4.80. (3) Cell line: CAKI-1. Drug 2: CN(C(=O)NC(C=O)C(C(C(CO)O)O)O)N=O. Synergy scores: CSS=11.2, Synergy_ZIP=-4.20, Synergy_Bliss=-0.0458, Synergy_Loewe=-21.8, Synergy_HSA=-2.14. Drug 1: CC1=C2C(C(=O)C3(C(CC4C(C3C(C(C2(C)C)(CC1OC(=O)C(C(C5=CC=CC=C5)NC(=O)C6=CC=CC=C6)O)O)OC(=O)C7=CC=CC=C7)(CO4)OC(=O)C)O)C)OC(=O)C. (4) Drug 1: CC1C(C(=O)NC(C(=O)N2CCCC2C(=O)N(CC(=O)N(C(C(=O)O1)C(C)C)C)C)C(C)C)NC(=O)C3=C4C(=C(C=C3)C)OC5=C(C(=O)C(=C(C5=N4)C(=O)NC6C(OC(=O)C(N(C(=O)CN(C(=O)C7CCCN7C(=O)C(NC6=O)C(C)C)C)C)C(C)C)C)N)C. Drug 2: CN(C(=O)NC(C=O)C(C(C(CO)O)O)O)N=O. Cell line: BT-549. Synergy scores: CSS=8.17, Synergy_ZIP=-1.69, Synergy_Bliss=0.540, Synergy_Loewe=-0.212, Synergy_HSA=-0.190. (5) Drug 1: C1C(C(OC1N2C=C(C(=O)NC2=O)F)CO)O. Drug 2: CC=C1C(=O)NC(C(=O)OC2CC(=O)NC(C(=O)NC(CSSCCC=C2)C(=O)N1)C(C)C)C(C)C. Cell line: SK-MEL-28. Synergy scores: CSS=38.8, Synergy_ZIP=-3.46, Synergy_Bliss=2.43, Synergy_Loewe=-13.5, Synergy_HSA=-0.0723. (6) Drug 1: C1C(C(OC1N2C=NC3=C(N=C(N=C32)Cl)N)CO)O. Drug 2: CN1C(=O)N2C=NC(=C2N=N1)C(=O)N. Cell line: EKVX. Synergy scores: CSS=-9.43, Synergy_ZIP=2.56, Synergy_Bliss=-6.28, Synergy_Loewe=-7.63, Synergy_HSA=-11.2.